This data is from Forward reaction prediction with 1.9M reactions from USPTO patents (1976-2016). The task is: Predict the product of the given reaction. (1) Given the reactants [Cl:1]N1C(=O)CCC1=O.[NH2:9][C:10]1[N:11]=[C:12]([O:33][CH3:34])[C:13]2[CH:18]=[CH:17][N:16]([C@@H:19]3[O:27][C@H:26]([CH2:28][O:29][C:30](=[O:32])[CH3:31])[C@@H:21]([O:22][C:23](=[O:25])[CH3:24])[CH2:20]3)[C:14]=2[N:15]=1, predict the reaction product. The product is: [NH2:9][C:10]1[N:11]=[C:12]([O:33][CH3:34])[C:13]2[CH:18]=[C:17]([Cl:1])[N:16]([C@@H:19]3[O:27][C@H:26]([CH2:28][O:29][C:30](=[O:32])[CH3:31])[C@@H:21]([O:22][C:23](=[O:25])[CH3:24])[CH2:20]3)[C:14]=2[N:15]=1. (2) The product is: [Cl:1][C:2]1[CH:3]=[C:4]([NH:9][C:10]2[O:37][C:14]([C:15]([NH:17][C:18]3[CH:19]=[CH:20][C:21]([O:24][CH:25]4[CH2:30][CH2:29][C:28]([CH3:36])([C:31]([O:33][CH2:34][CH3:35])=[O:32])[CH2:27][CH2:26]4)=[N:22][CH:23]=3)=[O:16])=[N:12][N:13]=2)[CH:5]=[CH:6][C:7]=1[F:8]. Given the reactants [Cl:1][C:2]1[CH:3]=[C:4]([N:9]=[C:10]=S)[CH:5]=[CH:6][C:7]=1[F:8].[NH:12]([C:14](=[O:37])[C:15]([NH:17][C:18]1[CH:19]=[CH:20][C:21]([O:24][CH:25]2[CH2:30][CH2:29][C:28]([CH3:36])([C:31]([O:33][CH2:34][CH3:35])=[O:32])[CH2:27][CH2:26]2)=[N:22][CH:23]=1)=[O:16])[NH2:13].Cl.CN(C)CCCN=C=NCC.O, predict the reaction product.